The task is: Predict the reactants needed to synthesize the given product.. This data is from Full USPTO retrosynthesis dataset with 1.9M reactions from patents (1976-2016). (1) Given the product [N:35]1([CH2:34][C:3]2[CH:4]=[CH:5][C:6]([NH:9][C:10]3[N:11]=[C:12]4[C:13]([NH:21][C:62](=[O:63])[N:24]4[C:25]4[CH:30]=[CH:29][CH:28]=[CH:27][C:26]=4[O:31][CH3:32])=[C:14]([C:16]([NH2:69])=[O:17])[N:15]=3)=[CH:7][CH:8]=2)[CH:54]=[CH:49][N:48]=[CH:36]1, predict the reactants needed to synthesize it. The reactants are: OC[C:3]1[CH:8]=[CH:7][C:6]([NH:9][C:10]2[N:15]=[C:14]([C:16](OCC)=[O:17])[C:13]([N+:21]([O-])=O)=[C:12]([NH:24][C:25]3[CH:30]=[CH:29][CH:28]=[CH:27][C:26]=3[O:31][CH3:32])[N:11]=2)=[CH:5][CH:4]=1.Cl[C:34]1N=C(C(OCC)=O)C([N+]([O-])=O)=[C:36]([NH:48][C:49]2[CH:54]=CC=CC=2OC)[N:35]=1.NC1C=CC([CH2:62][OH:63])=CC=1.C([N:69](C(C)C)CC)(C)C. (2) Given the product [F:24][C:21]1[CH:22]=[CH:23][C:15]([S:14][C:5]2[CH:6]=[CH:7][C:8]([S:10]([CH3:13])(=[O:11])=[O:12])=[CH:9][C:4]=2[CH2:1][OH:2])=[C:16]([CH2:17][OH:18])[CH:20]=1, predict the reactants needed to synthesize it. The reactants are: [C:1]([C:4]1[CH:9]=[C:8]([S:10]([CH3:13])(=[O:12])=[O:11])[CH:7]=[CH:6][C:5]=1[S:14][C:15]1[CH:23]=[CH:22][C:21]([F:24])=[CH:20][C:16]=1[C:17](O)=[O:18])(O)=[O:2].C(C1C=CC=C([N+]([O-])=O)C=1SC1C=CC(F)=CC=1C(O)=O)(O)=O.B. (3) Given the product [CH3:2][O:32][C:30]([CH:29]1[CH2:33][CH2:34][CH2:35][NH:28]1)=[O:31], predict the reactants needed to synthesize it. The reactants are: Cl[C:2]1C=CC(C(O)=O)=C(NS(C2C=CC(Cl)=C(C(F)(F)F)C=2)(=O)=O)C=1.Cl.C[N:28]1[CH2:35][CH2:34][CH2:33][C@H:29]1[C:30]([OH:32])=[O:31].C(N(CC)C(C)C)(C)C.CCCP1(OP(CCC)(=O)OP(CCC)(=O)O1)=O. (4) Given the product [CH3:34][NH:35][C:29](=[O:30])[C@H:28]([O:27][C:25]1[CH:24]=[CH:23][CH:22]=[C:21]2[C:26]=1[C:17]([NH:16][C:12]1[CH:11]=[C:10]3[C:15](=[CH:14][CH:13]=1)[N:7]([CH2:6][C:2]1[S:1][CH:5]=[CH:4][N:3]=1)[N:8]=[CH:9]3)=[N:18][CH:19]=[N:20]2)[CH3:33], predict the reactants needed to synthesize it. The reactants are: [S:1]1[CH:5]=[CH:4][N:3]=[C:2]1[CH2:6][N:7]1[C:15]2[C:10](=[CH:11][C:12]([NH:16][C:17]3[C:26]4[C:21](=[CH:22][CH:23]=[CH:24][C:25]=4[O:27][C@H:28]([CH3:33])[C:29](OC)=[O:30])[N:20]=[CH:19][N:18]=3)=[CH:13][CH:14]=2)[CH:9]=[N:8]1.[CH3:34][NH2:35]. (5) Given the product [C:1]([C:3]1[CH:4]=[CH:5][C:6]([NH:10][C:11]([C:13]2[C:17]3[N:18]=[C:19]([NH:22][C@@H:23]4[CH2:28][CH2:27][CH2:26][CH2:25][C@@H:24]4[NH2:29])[N:20]=[CH:21][C:16]=3[S:15][CH:14]=2)=[O:12])=[N:7][C:8]=1[CH3:9])#[N:2], predict the reactants needed to synthesize it. The reactants are: [C:1]([C:3]1[CH:4]=[CH:5][C:6]([NH:10][C:11]([C:13]2[C:17]3[N:18]=[C:19]([NH:22][C@@H:23]4[CH2:28][CH2:27][CH2:26][CH2:25][C@@H:24]4[NH:29]C(=O)OC(C)(C)C)[N:20]=[CH:21][C:16]=3[S:15][CH:14]=2)=[O:12])=[N:7][C:8]=1[CH3:9])#[N:2].